Task: Predict the product of the given reaction.. Dataset: Forward reaction prediction with 1.9M reactions from USPTO patents (1976-2016) (1) The product is: [Cl:1][C:2]1[CH:3]=[CH:4][C:5]([S:8]([N:11]([C:12]2[N:17]=[C:16]([C:18]3[CH:23]=[CH:22][C:21]([CH:24]([CH3:26])[CH3:25])=[CH:20][CH:19]=3)[CH:15]=[CH:14][N:13]=2)[CH2:28][C:29]2[NH:30][N:33]=[N:32][N:31]=2)(=[O:10])=[O:9])=[CH:6][CH:7]=1. Given the reactants [Cl:1][C:2]1[CH:7]=[CH:6][C:5]([S:8]([NH:11][C:12]2[N:17]=[C:16]([C:18]3[CH:23]=[CH:22][C:21]([CH:24]([CH3:26])[CH3:25])=[CH:20][CH:19]=3)[CH:15]=[CH:14][N:13]=2)(=[O:10])=[O:9])=[CH:4][CH:3]=1.Br[CH2:28][C:29]#[N:30].[NH:31]1C=N[N:33]=[N:32]1, predict the reaction product. (2) Given the reactants Cl.[CH3:2][O:3][C:4]1[CH:9]=[CH:8][CH:7]=[CH:6][C:5]=1[NH:10][NH2:11].CO[CH:14]=[C:15]([C:18]#[N:19])[C:16]#[N:17].C[O-].[Na+], predict the reaction product. The product is: [NH2:19][C:18]1[N:10]([C:5]2[CH:6]=[CH:7][CH:8]=[CH:9][C:4]=2[O:3][CH3:2])[N:11]=[CH:14][C:15]=1[C:16]#[N:17]. (3) Given the reactants [NH2:1][C:2]1[CH:18]=[CH:17][C:5]([O:6][C:7]2[CH:12]=[CH:11][N:10]=[C:9]([NH2:13])[C:8]=2[N+:14]([O-:16])=[O:15])=[CH:4][CH:3]=1.[Cl:19][C:20]1[CH:25]=[CH:24][C:23]([N:26]=[C:27]=[O:28])=[CH:22][C:21]=1[C:29]([F:32])([F:31])[F:30], predict the reaction product. The product is: [NH2:13][C:9]1[C:8]([N+:14]([O-:16])=[O:15])=[C:7]([O:6][C:5]2[CH:17]=[CH:18][C:2]([NH:1][C:27]([NH:26][C:23]3[CH:24]=[CH:25][C:20]([Cl:19])=[C:21]([C:29]([F:31])([F:30])[F:32])[CH:22]=3)=[O:28])=[CH:3][CH:4]=2)[CH:12]=[CH:11][N:10]=1. (4) Given the reactants [Cl:1][C:2]1[N:7]=[C:6](Cl)[CH:5]=[C:4]([CH3:9])[N:3]=1.[CH2:10]([O:12][C:13]1[CH:14]=[CH:15][C:16]([F:22])=[C:17](B(O)O)[CH:18]=1)[CH3:11].C(=O)([O-])[O-].[Na+].[Na+], predict the reaction product. The product is: [Cl:1][C:2]1[N:7]=[C:6]([C:15]2[CH:14]=[C:13]([O:12][CH2:10][CH3:11])[CH:18]=[CH:17][C:16]=2[F:22])[CH:5]=[C:4]([CH3:9])[N:3]=1. (5) Given the reactants [CH3:1][O:2][C:3]([C:5]1[C:9]2[N:10]=[CH:11][NH:12][C:13](=[O:14])[C:8]=2[N:7]([CH2:15][O:16][CH2:17][CH2:18][Si:19]([CH3:22])([CH3:21])[CH3:20])[C:6]=1[Cl:23])=[O:4].Br.Br[CH2:26][C:27]1[C:36]2[C:31](=[CH:32][CH:33]=[CH:34][CH:35]=2)[CH:30]=[CH:29][N:28]=1.C(=O)([O-])[O-].[K+].[K+], predict the reaction product. The product is: [CH3:1][O:2][C:3]([C:5]1[C:9]2[N:10]=[CH:11][N:12]([CH2:26][C:27]3[C:36]4[C:31](=[CH:32][CH:33]=[CH:34][CH:35]=4)[CH:30]=[CH:29][N:28]=3)[C:13](=[O:14])[C:8]=2[N:7]([CH2:15][O:16][CH2:17][CH2:18][Si:19]([CH3:22])([CH3:21])[CH3:20])[C:6]=1[Cl:23])=[O:4].